Dataset: Catalyst prediction with 721,799 reactions and 888 catalyst types from USPTO. Task: Predict which catalyst facilitates the given reaction. Reactant: Br[C:2]1[NH:10][C:9]2[C:4](=[N:5][CH:6]=[N:7][C:8]=2[NH2:11])[N:3]=1.[Cl:12][C:13]1[C:21]2[S:20][C:19]([SH:22])=[N:18][C:17]=2[CH:16]=[CH:15][CH:14]=1.CC(C)([O-])C.[K+]. Product: [Cl:12][C:13]1[C:21]2[S:20][C:19]([S:22][C:2]3[NH:3][C:4]4[C:9]([N:10]=3)=[C:8]([NH2:11])[N:7]=[CH:6][N:5]=4)=[N:18][C:17]=2[CH:16]=[CH:15][CH:14]=1. The catalyst class is: 3.